Dataset: Reaction yield outcomes from USPTO patents with 853,638 reactions. Task: Predict the reaction yield, written as a fraction of the theoretical maximum amount of product (1.0 means a 100% yield; for example, 0.34 means a 34% yield). (1) The reactants are Br[C:2]1[CH:23]=[C:22]2[C:5]([CH2:6][C:7]3([C:15]42[N:19]=[C:18]([NH2:20])[C:17]([CH3:21])=[N:16]4)[CH2:12][CH2:11][C:10]([F:14])([F:13])[CH2:9][CH2:8]3)=[CH:4][CH:3]=1.O[C@H]1C[NH:28][C@H](C(O)=O)C1.C([O-])([O-])=O.[K+].[K+].N. The catalyst is CS(C)=O.CCOC(C)=O.[Cu]I. The product is [F:14][C:10]1([F:13])[CH2:9][CH2:8][C:7]2([C:15]3([N:19]=[C:18]([NH2:20])[C:17]([CH3:21])=[N:16]3)[C:22]3[C:5](=[CH:4][CH:3]=[C:2]([NH2:28])[CH:23]=3)[CH2:6]2)[CH2:12][CH2:11]1. The yield is 0.480. (2) The reactants are [Cl-].[NH4+].CO.[N+:5]([C:8]1[CH:13]=[CH:12][C:11]([N:14]2[CH2:19][CH2:18][O:17][CH2:16][CH2:15]2)=[CH:10][CH:9]=1)([O-])=O. The catalyst is O.C1COCC1.[Zn]. The product is [N:14]1([C:11]2[CH:10]=[CH:9][C:8]([NH2:5])=[CH:13][CH:12]=2)[CH2:15][CH2:16][O:17][CH2:18][CH2:19]1. The yield is 0.770. (3) The reactants are C1C=CC2N(O)N=[N:7]C=2C=1.CCN=C=NCCCN(C)C.Cl.Cl.CCN(C(C)C)C(C)C.[I:33][C:34]1[CH:39]=[CH:38][CH:37]=[CH:36][C:35]=1[CH:40]([CH2:44][CH3:45])[C:41](O)=[O:42].C(=O)([O-])[O-].[NH4+].[NH4+]. The catalyst is C1COCC1.CN(C=O)C. The product is [I:33][C:34]1[CH:39]=[CH:38][CH:37]=[CH:36][C:35]=1[CH:40]([CH2:44][CH3:45])[C:41]([NH2:7])=[O:42]. The yield is 0.860. (4) The reactants are [NH2:1][C:2]1[NH:6][N:5]=[CH:4][C:3]=1[C:7]([OH:9])=[O:8].C(O[CH:13](OCC)[CH:14]([CH3:22])[CH:15](OCC)OCC)C.Cl. No catalyst specified. The product is [CH3:22][C:14]1[CH:13]=[N:1][C:2]2[N:6]([N:5]=[CH:4][C:3]=2[C:7]([OH:9])=[O:8])[CH:15]=1. The yield is 0.810. (5) The reactants are [Cl:1][C:2]1[N:3]=[C:4](Cl)[C:5]2[S:10][CH:9]=[CH:8][C:6]=2[N:7]=1.[NH:12]1[CH2:17][CH2:16][O:15][CH2:14][CH2:13]1. The catalyst is CO. The product is [Cl:1][C:2]1[N:3]=[C:4]([N:12]2[CH2:17][CH2:16][O:15][CH2:14][CH2:13]2)[C:5]2[S:10][CH:9]=[CH:8][C:6]=2[N:7]=1. The yield is 1.00. (6) The reactants are [CH3:1][O:2][C:3](=[O:20])[C:4]1[CH:9]=[C:8]([NH2:10])[C:7]([NH2:11])=[C:6]([F:12])[C:5]=1[NH:13][C:14]1[CH:19]=[CH:18][CH:17]=[CH:16][CH:15]=1.Cl.[CH3:22][C:23](=O)CC(=O)C.C([O-])(O)=O.[Na+]. The catalyst is C(O)C. The product is [CH3:1][O:2][C:3]([C:4]1[C:5]([NH:13][C:14]2[CH:15]=[CH:16][CH:17]=[CH:18][CH:19]=2)=[C:6]([F:12])[C:7]2[N:11]=[C:22]([CH3:23])[NH:10][C:8]=2[CH:9]=1)=[O:20]. The yield is 0.910.